Dataset: Full USPTO retrosynthesis dataset with 1.9M reactions from patents (1976-2016). Task: Predict the reactants needed to synthesize the given product. (1) Given the product [Br:1][C:2]1[CH:3]=[C:4]([S:15][C:16]2[CH:17]=[C:18]([CH:22]=[CH:23][CH:24]=2)[C:19]#[N:21])[C:5]([NH:8][C:9]2[S:10][CH:11]=[C:12]([CH3:14])[N:13]=2)=[N:6][CH:7]=1, predict the reactants needed to synthesize it. The reactants are: [Br:1][C:2]1[CH:3]=[C:4]([S:15][C:16]2[CH:17]=[C:18]([CH:22]=[CH:23][CH:24]=2)[C:19]([NH2:21])=O)[C:5]([NH:8][C:9]2[S:10][CH:11]=[C:12]([CH3:14])[N:13]=2)=[N:6][CH:7]=1.O=P(Cl)(Cl)Cl.C([O-])(O)=O.[Na+]. (2) The reactants are: [CH:1]1([CH2:4][N:5]2[C:10](=[O:11])[CH:9]=[C:8]([CH:12]=O)[N:7]([CH2:14][CH:15]3[CH2:17][CH2:16]3)[C:6]2=[O:18])[CH2:3][CH2:2]1.[CH3:19][N:20]([CH3:22])[NH2:21]. Given the product [CH:15]1([CH2:14][N:7]2[C:8]([CH:12]=[N:21][N:20]([CH3:22])[CH3:19])=[CH:9][C:10](=[O:11])[N:5]([CH2:4][CH:1]3[CH2:3][CH2:2]3)[C:6]2=[O:18])[CH2:17][CH2:16]1, predict the reactants needed to synthesize it. (3) The reactants are: [CH:1]([C:3]1([C:6]2([CH3:11])[O:10][CH2:9][CH2:8][O:7]2)[CH2:5][CH2:4]1)=[CH2:2].[H][H]. Given the product [CH2:1]([C:3]1([C:6]2([CH3:11])[O:7][CH2:8][CH2:9][O:10]2)[CH2:4][CH2:5]1)[CH3:2], predict the reactants needed to synthesize it. (4) The reactants are: C([O:3][C:4]([C:6]1[CH:11]=[C:10]([O:12][CH2:13][CH2:14][O:15][CH2:16][CH2:17][O:18][CH2:19][CH2:20][O:21][CH2:22][CH2:23][C:24]([O:26][C:27]([CH3:30])([CH3:29])[CH3:28])=[O:25])[CH:9]=[C:8]([C:31](OCC)=[O:32])[N:7]=1)=O)C.[BH4-].[Na+].[Cl-].[Ca+2].[Cl-].[H][H]. Given the product [C:27]([O:26][C:24](=[O:25])[CH2:23][CH2:22][O:21][CH2:20][CH2:19][O:18][CH2:17][CH2:16][O:15][CH2:14][CH2:13][O:12][C:10]1[CH:11]=[C:6]([CH2:4][OH:3])[N:7]=[C:8]([CH2:31][OH:32])[CH:9]=1)([CH3:30])([CH3:28])[CH3:29], predict the reactants needed to synthesize it. (5) Given the product [CH3:2][O:20][C:19]([CH:17]1[C:18]2[CH:5]=[CH:6][CH:7]=[CH:8][C:9]=2[O:10][C:11]2[C:16]1=[CH:15][CH:14]=[CH:13][CH:12]=2)=[O:21], predict the reactants needed to synthesize it. The reactants are: [Na].[CH2:2](O)C.[CH:5]1[C:18]2[CH:17]([C:19]([OH:21])=[O:20])[C:16]3[C:11](=[CH:12][CH:13]=[CH:14][CH:15]=3)[O:10][C:9]=2[CH:8]=[CH:7][CH:6]=1.CI. (6) Given the product [ClH:28].[CH2:1]([O:8][C:9]1[CH:16]=[CH:15][C:12]([C:13]([NH2:23])=[NH:14])=[C:11]([F:17])[CH:10]=1)[C:2]1[CH:3]=[CH:4][CH:5]=[CH:6][CH:7]=1, predict the reactants needed to synthesize it. The reactants are: [CH2:1]([O:8][C:9]1[CH:16]=[CH:15][C:12]([C:13]#[N:14])=[C:11]([F:17])[CH:10]=1)[C:2]1[CH:7]=[CH:6][CH:5]=[CH:4][CH:3]=1.[Li+].C[Si]([N-:23][Si](C)(C)C)(C)C.[ClH:28]. (7) Given the product [CH3:4][CH:3]([CH3:5])[CH2:2][C:1]([NH:8][C:9]1[C:17]2[C:12](=[N:13][CH:14]=[CH:15][CH:16]=2)[S:11][C:10]=1[C:18]([O:20][CH2:21][CH3:22])=[O:19])=[O:6], predict the reactants needed to synthesize it. The reactants are: [C:1](Cl)(=[O:6])[CH2:2][CH:3]([CH3:5])[CH3:4].[NH2:8][C:9]1[C:17]2[C:12](=[N:13][CH:14]=[CH:15][CH:16]=2)[S:11][C:10]=1[C:18]([O:20][CH2:21][CH3:22])=[O:19].O. (8) Given the product [Cl:13][C:7]1[CH:6]=[CH:5][C:4]([N+:1]([O-:3])=[O:2])=[C:12]([CH:8]=1)[C:36]([N:37]([CH3:39])[CH3:38])=[O:15], predict the reactants needed to synthesize it. The reactants are: [N+:1]([C:4]1[CH:5]=[CH:6][C:7]([Cl:13])=[C:8]([CH:12]=1)C(O)=O)([O-:3])=[O:2].O.[OH:15]N1C2C=CC=CC=2N=N1.Cl.C(N=C=NC1[C:36]([N:37]([CH3:39])[CH3:38])=CC=CN=1)C.Cl.CNC.